Predict the product of the given reaction. From a dataset of Forward reaction prediction with 1.9M reactions from USPTO patents (1976-2016). (1) Given the reactants [Cl:1][C:2]1[CH:7]=[CH:6][C:5]([OH:8])=[CH:4][CH:3]=1.[Br:9][CH2:10][CH2:11]O.C1(P(C2C=CC=CC=2)C2C=CC=CC=2)C=CC=CC=1.CC(OC(/N=N/C(OC(C)C)=O)=O)C, predict the reaction product. The product is: [Br:9][CH2:10][CH2:11][O:8][C:5]1[CH:6]=[CH:7][C:2]([Cl:1])=[CH:3][CH:4]=1. (2) Given the reactants Br[C:2]1[CH:3]=[CH:4][C:5]([Cl:17])=[C:6]([CH:16]=1)[CH2:7][NH:8][C:9](=[O:15])[O:10][C:11]([CH3:14])([CH3:13])[CH3:12].[Li]CCCC.CN([CH:26]=[O:27])C, predict the reaction product. The product is: [Cl:17][C:5]1[CH:4]=[CH:3][C:2]([CH:26]=[O:27])=[CH:16][C:6]=1[CH2:7][NH:8][C:9](=[O:15])[O:10][C:11]([CH3:14])([CH3:13])[CH3:12]. (3) The product is: [C:31]([N:28]1[CH2:27][CH2:26][N:25]([C:22]2[CH:23]=[CH:24][C:19]([NH:18][C:2]3[CH:10]=[C:9]([NH:11][CH2:12][C:13]4[S:14][CH:15]=[CH:16][CH:17]=4)[C:5]([C:6]([NH2:8])=[O:7])=[CH:4][N:3]=3)=[CH:20][CH:21]=2)[CH2:30][CH2:29]1)(=[O:33])[CH3:32]. Given the reactants Cl[C:2]1[CH:10]=[C:9]([NH:11][CH2:12][C:13]2[S:14][CH:15]=[CH:16][CH:17]=2)[C:5]([C:6]([NH2:8])=[O:7])=[CH:4][N:3]=1.[NH2:18][C:19]1[CH:24]=[CH:23][C:22]([N:25]2[CH2:30][CH2:29][N:28]([C:31](=[O:33])[CH3:32])[CH2:27][CH2:26]2)=[CH:21][CH:20]=1.C([O-])([O-])=O.[Cs+].[Cs+].C1C=CC(P(C2C(C3C(P(C4C=CC=CC=4)C4C=CC=CC=4)=CC=C4C=3C=CC=C4)=C3C(C=CC=C3)=CC=2)C2C=CC=CC=2)=CC=1, predict the reaction product.